Dataset: hERG Central: cardiac toxicity at 1µM, 10µM, and general inhibition. Task: Predict hERG channel inhibition at various concentrations. (1) The molecule is CCCCC(=O)N1CCN(c2ccc(OC)cc2[N+](=O)[O-])CC1. Results: hERG_inhib (hERG inhibition (general)): blocker. (2) The compound is Cc1cc(C)cc(NC(=O)N2CCCC2C(=O)Nc2ccc(-n3cnnn3)cc2)c1. Results: hERG_inhib (hERG inhibition (general)): blocker. (3) The molecule is O=C(COC(=O)c1ccccc1C(=O)c1ccccc1)NCCc1ccccc1. Results: hERG_inhib (hERG inhibition (general)): blocker. (4) The compound is Cl.Clc1cccc(-c2ccc(CNCCCN3CCOCC3)o2)c1. Results: hERG_inhib (hERG inhibition (general)): blocker. (5) The compound is c1ccc(Cn2c3ccccc3c3nnc(SCCN4CCCCC4)nc32)cc1. Results: hERG_inhib (hERG inhibition (general)): blocker. (6) The compound is CCOC(=O)C1(CCc2ccccc2)CCN(Cc2cccc3nccnc23)CC1. Results: hERG_inhib (hERG inhibition (general)): blocker. (7) The drug is COc1ccc(CCN(C)C(=O)C2CCN(Cc3ccc(C)cc3)CC2)cc1OC.O=C(O)C(=O)O. Results: hERG_inhib (hERG inhibition (general)): blocker. (8) Results: hERG_inhib (hERG inhibition (general)): blocker. The molecule is N#Cc1cnn2c(-c3cccc([N+](=O)[O-])c3)ccnc12. (9) The drug is O=C(c1cc(C2CC2)on1)N1CCCC(N2CCN(c3ccc(F)cc3)CC2)C1. Results: hERG_inhib (hERG inhibition (general)): blocker.